From a dataset of Reaction yield outcomes from USPTO patents with 853,638 reactions. Predict the reaction yield, written as a fraction of the theoretical maximum amount of product (1.0 means a 100% yield; for example, 0.34 means a 34% yield). (1) The reactants are [NH2:1][C:2]1[CH:14]=[C:13]([N:15]2[CH2:20][CH2:19][N:18]([CH3:21])[CH2:17][CH2:16]2)[CH:12]=[CH:11][C:3]=1[C:4]([O:6][C:7]([CH3:10])([CH3:9])[CH3:8])=[O:5].Br[C:23]1[CH:28]=[CH:27][CH:26]=[CH:25][CH:24]=1. The catalyst is C1(C)C=CC=CC=1.ClCCl.CC([O-])=O.CC([O-])=O.[Pd+2].C1C=CC(P(C2C=CC3C(=CC=CC=3)C=2C2C3C(=CC=CC=3)C=CC=2P(C2C=CC=CC=2)C2C=CC=CC=2)C2C=CC=CC=2)=CC=1. The product is [CH3:21][N:18]1[CH2:19][CH2:20][N:15]([C:13]2[CH:12]=[CH:11][C:3]([C:4]([O:6][C:7]([CH3:10])([CH3:9])[CH3:8])=[O:5])=[C:2]([NH:1][C:23]3[CH:28]=[CH:27][CH:26]=[CH:25][CH:24]=3)[CH:14]=2)[CH2:16][CH2:17]1. The yield is 1.00. (2) The reactants are Br[C:2]1[C:3]([CH3:11])=[N:4][C:5]([CH3:10])=[C:6]([Br:9])[C:7]=1[Cl:8].C([Mg]Cl)(C)C.C1COCC1.Cl[C:23](=[O:29])[C:24]([O:26][CH2:27][CH3:28])=[O:25].CCOCC. The catalyst is C1COCC1.CCOC(C)=O. The product is [Br:9][C:6]1[C:7]([Cl:8])=[C:2]([C:23](=[O:29])[C:24]([O:26][CH2:27][CH3:28])=[O:25])[C:3]([CH3:11])=[N:4][C:5]=1[CH3:10]. The yield is 0.900. (3) The reactants are Cl.[Cl:2][C:3]1[CH:4]=[C:5]2[C:9](=[CH:10][CH:11]=1)[NH:8][CH:7]=[C:6]2[CH2:12][CH2:13][NH2:14].[C:15]1([C:21]2[S:22][CH:23]=[C:24]([C:26](Cl)=[O:27])[N:25]=2)[CH:20]=[CH:19][CH:18]=[CH:17][CH:16]=1.C(N(CC)CC)C.C(OCC)(=O)C. The catalyst is ClCCl. The product is [Cl:2][C:3]1[CH:4]=[C:5]2[C:9](=[CH:10][CH:11]=1)[NH:8][CH:7]=[C:6]2[CH2:12][CH2:13][NH:14][C:26]([C:24]1[N:25]=[C:21]([C:15]2[CH:16]=[CH:17][CH:18]=[CH:19][CH:20]=2)[S:22][CH:23]=1)=[O:27]. The yield is 0.660. (4) The reactants are [NH2:1][C:2]1[CH:3]=[CH:4][C:5]2[S:9][C:8]([S:10]([NH:13][C:14]3[CH:15]=[C:16]([CH:22]=[CH:23][CH:24]=3)[C:17]([O:19]CC)=[O:18])(=[O:12])=[O:11])=[C:7]([CH3:25])[C:6]=2[CH:26]=1.[Li+].[OH-]. No catalyst specified. The product is [NH2:1][C:2]1[CH:3]=[CH:4][C:5]2[S:9][C:8]([S:10]([NH:13][C:14]3[CH:15]=[C:16]([CH:22]=[CH:23][CH:24]=3)[C:17]([OH:19])=[O:18])(=[O:11])=[O:12])=[C:7]([CH3:25])[C:6]=2[CH:26]=1. The yield is 0.0700. (5) The reactants are Cl.[C:2]1([NH:8]N)[CH:7]=[CH:6][CH:5]=[CH:4][CH:3]=1.[C:10]([CH:13]([CH3:22])[CH2:14][CH2:15][CH2:16][CH2:17][CH2:18][C:19]([OH:21])=[O:20])(=O)[CH3:11]. The catalyst is C(O)(=O)C. The product is [CH3:11][C:10]1[C:13]([CH2:14][CH2:15][CH2:16][CH2:17][CH2:18][C:19]([OH:21])=[O:20])([CH3:22])[C:7]2[C:2](=[CH:3][CH:4]=[CH:5][CH:6]=2)[N:8]=1. The yield is 0.610.